Regression. Given a peptide amino acid sequence and an MHC pseudo amino acid sequence, predict their binding affinity value. This is MHC class I binding data. From a dataset of Peptide-MHC class I binding affinity with 185,985 pairs from IEDB/IMGT. The peptide sequence is VSIILANERY. The MHC is HLA-A31:01 with pseudo-sequence HLA-A31:01. The binding affinity (normalized) is 0.163.